From a dataset of Forward reaction prediction with 1.9M reactions from USPTO patents (1976-2016). Predict the product of the given reaction. Given the reactants C(#N)CC.C(=O)([O-])[O-].[K+].[K+].Br[CH2:12][CH:13]1[O:17][CH2:16][CH2:15][O:14]1.[OH:18][CH2:19][C:20]1[C:28]2[O:27][N:26]=[C:25]([CH2:29][CH2:30][CH:31]3[CH2:36][CH2:35][NH:34][CH2:33][CH2:32]3)[C:24]=2[CH:23]=[CH:22][C:21]=1[O:37][CH2:38][C:39]1[CH:46]=[CH:45][C:42]([C:43]#[N:44])=[CH:41][CH:40]=1, predict the reaction product. The product is: [O:14]1[CH2:15][CH2:16][O:17][CH:13]1[CH2:12][N:34]1[CH2:35][CH2:36][CH:31]([CH2:30][CH2:29][C:25]2[C:24]3[CH:23]=[CH:22][C:21]([O:37][CH2:38][C:39]4[CH:40]=[CH:41][C:42]([C:43]#[N:44])=[CH:45][CH:46]=4)=[C:20]([CH2:19][OH:18])[C:28]=3[O:27][N:26]=2)[CH2:32][CH2:33]1.